This data is from NCI-60 drug combinations with 297,098 pairs across 59 cell lines. The task is: Regression. Given two drug SMILES strings and cell line genomic features, predict the synergy score measuring deviation from expected non-interaction effect. (1) Drug 1: C1=NC2=C(N1)C(=S)N=C(N2)N. Drug 2: CC1=CC=C(C=C1)C2=CC(=NN2C3=CC=C(C=C3)S(=O)(=O)N)C(F)(F)F. Cell line: HCC-2998. Synergy scores: CSS=25.9, Synergy_ZIP=-0.987, Synergy_Bliss=-0.0505, Synergy_Loewe=-22.9, Synergy_HSA=0.0546. (2) Drug 1: CN(C)C1=NC(=NC(=N1)N(C)C)N(C)C. Drug 2: C1=NC2=C(N=C(N=C2N1C3C(C(C(O3)CO)O)O)F)N. Cell line: KM12. Synergy scores: CSS=18.8, Synergy_ZIP=5.02, Synergy_Bliss=5.06, Synergy_Loewe=6.29, Synergy_HSA=6.70. (3) Drug 1: CN(C)N=NC1=C(NC=N1)C(=O)N. Drug 2: C1=NC(=NC(=O)N1C2C(C(C(O2)CO)O)O)N. Cell line: SNB-19. Synergy scores: CSS=-5.86, Synergy_ZIP=-0.346, Synergy_Bliss=-5.23, Synergy_Loewe=-11.3, Synergy_HSA=-7.27. (4) Drug 1: CN1C(=O)N2C=NC(=C2N=N1)C(=O)N. Drug 2: C#CCC(CC1=CN=C2C(=N1)C(=NC(=N2)N)N)C3=CC=C(C=C3)C(=O)NC(CCC(=O)O)C(=O)O. Cell line: SK-MEL-28. Synergy scores: CSS=40.7, Synergy_ZIP=1.74, Synergy_Bliss=-1.18, Synergy_Loewe=-17.8, Synergy_HSA=-1.85. (5) Drug 1: C#CCC(CC1=CN=C2C(=N1)C(=NC(=N2)N)N)C3=CC=C(C=C3)C(=O)NC(CCC(=O)O)C(=O)O. Drug 2: CS(=O)(=O)OCCCCOS(=O)(=O)C. Cell line: MDA-MB-231. Synergy scores: CSS=-0.0385, Synergy_ZIP=1.03, Synergy_Bliss=1.27, Synergy_Loewe=-1.69, Synergy_HSA=-1.40. (6) Drug 1: CC(C1=C(C=CC(=C1Cl)F)Cl)OC2=C(N=CC(=C2)C3=CN(N=C3)C4CCNCC4)N. Drug 2: CN(C)C1=NC(=NC(=N1)N(C)C)N(C)C. Cell line: A498. Synergy scores: CSS=0.172, Synergy_ZIP=-0.0780, Synergy_Bliss=1.44, Synergy_Loewe=-12.2, Synergy_HSA=-3.45. (7) Drug 1: CC(C1=C(C=CC(=C1Cl)F)Cl)OC2=C(N=CC(=C2)C3=CN(N=C3)C4CCNCC4)N. Drug 2: CC1=C(C(=CC=C1)Cl)NC(=O)C2=CN=C(S2)NC3=CC(=NC(=N3)C)N4CCN(CC4)CCO. Cell line: TK-10. Synergy scores: CSS=53.1, Synergy_ZIP=10.4, Synergy_Bliss=14.7, Synergy_Loewe=-22.1, Synergy_HSA=14.9.